Dataset: Reaction yield outcomes from USPTO patents with 853,638 reactions. Task: Predict the reaction yield, written as a fraction of the theoretical maximum amount of product (1.0 means a 100% yield; for example, 0.34 means a 34% yield). The reactants are [OH:1][C:2]1([C:31](O)=[O:32])[CH2:7][CH2:6][CH:5]([N:8]2[C:16]([NH:17][C:18]3[C:23]([F:24])=[CH:22][C:21]([F:25])=[CH:20][C:19]=3[F:26])=[N:15][C:14]3[C:9]2=[N:10][C:11]([NH:27][CH:28]([CH3:30])[CH3:29])=[N:12][CH:13]=3)[CH2:4][CH2:3]1.[CH:34]1([NH2:39])[CH2:38][CH2:37][CH2:36][CH2:35]1.C(NC(C)C)(C)C. The catalyst is C1COCC1. The product is [CH:34]1([NH:39][C:31]([C:2]2([OH:1])[CH2:7][CH2:6][CH:5]([N:8]3[C:16]([NH:17][C:18]4[C:23]([F:24])=[CH:22][C:21]([F:25])=[CH:20][C:19]=4[F:26])=[N:15][C:14]4[C:9]3=[N:10][C:11]([NH:27][CH:28]([CH3:30])[CH3:29])=[N:12][CH:13]=4)[CH2:4][CH2:3]2)=[O:32])[CH2:38][CH2:37][CH2:36][CH2:35]1. The yield is 0.660.